This data is from Full USPTO retrosynthesis dataset with 1.9M reactions from patents (1976-2016). The task is: Predict the reactants needed to synthesize the given product. (1) Given the product [CH3:17][O:16][CH2:15][CH2:14][N:1]1[C:9]2[CH:8]=[CH:7][CH:6]=[C:5]([C:10]([OH:12])=[O:11])[C:4]=2[CH:3]=[CH:2]1, predict the reactants needed to synthesize it. The reactants are: [NH:1]1[C:9]2[CH:8]=[CH:7][CH:6]=[C:5]([C:10]([OH:12])=[O:11])[C:4]=2[CH:3]=[CH:2]1.Br[CH2:14][CH2:15][O:16][CH3:17]. (2) The reactants are: [CH3:1][C:2]1[C:14]([CH3:15])=[CH:13][CH:12]=[CH:11][C:3]=1[O:4][CH2:5][C:6](OCC)=[O:7].[BH4-].[Li+]. Given the product [CH3:1][C:2]1[C:14]([CH3:15])=[CH:13][CH:12]=[CH:11][C:3]=1[O:4][CH2:5][CH2:6][OH:7], predict the reactants needed to synthesize it. (3) Given the product [NH2:24][CH2:23][C:22]1[CH:21]=[C:20]([C:15]2[CH:16]=[CH:17][CH:18]=[C:19]3[C:14]=2[CH2:13][CH2:12][CH2:11][N:10]3[C:8](=[O:9])[CH2:7][CH2:6][CH2:5][O:4][C:3]2[CH:35]=[CH:36][CH:37]=[C:38]([CH3:39])[C:2]=2[CH3:1])[CH:34]=[CH:33][CH:32]=1, predict the reactants needed to synthesize it. The reactants are: [CH3:1][C:2]1[C:38]([CH3:39])=[CH:37][CH:36]=[CH:35][C:3]=1[O:4][CH2:5][CH2:6][CH2:7][C:8]([N:10]1[C:19]2[C:14](=[C:15]([C:20]3[CH:21]=[C:22]([CH:32]=[CH:33][CH:34]=3)[CH2:23][NH:24]C(=O)OC(C)(C)C)[CH:16]=[CH:17][CH:18]=2)[CH2:13][CH2:12][CH2:11]1)=[O:9].C(O)(C(F)(F)F)=O.